From a dataset of Full USPTO retrosynthesis dataset with 1.9M reactions from patents (1976-2016). Predict the reactants needed to synthesize the given product. Given the product [N:6]1[CH:5]=[CH:4][CH:3]=[N:8][C:7]=1[O:9][C:10]1[CH:11]=[CH:12][CH:13]=[CH:14][C:15]=1[C:16]([OH:18])=[O:17], predict the reactants needed to synthesize it. The reactants are: CO[C:3]1[CH:4]=[C:5](OC)[N:6]=[C:7]([O:9][C:10]2[CH:11]=[CH:12][CH:13]=[C:14](OC3N=C(OC)C=C(OC)N=3)[C:15]=2[C:16]([OH:18])=[O:17])[N:8]=1.C/C(/C1C=CC=C(OC2N=C(OC)C=C(OC)N=2)C=1C(O)=O)=N\OC.